Task: Predict the reaction yield, written as a fraction of the theoretical maximum amount of product (1.0 means a 100% yield; for example, 0.34 means a 34% yield).. Dataset: Reaction yield outcomes from USPTO patents with 853,638 reactions (1) The reactants are [N:1]1[CH:6]=[CH:5][CH:4]=[C:3]([NH:7][C:8](=[O:15])OCC(Cl)(Cl)Cl)[N:2]=1.[F:16][C:17]1[CH:22]=[C:21]([F:23])[CH:20]=[CH:19][C:18]=1[C:24]1[CH:29]=[C:28]([N:30]2[CH2:35][CH2:34][NH:33][CH2:32][CH2:31]2)[CH:27]=[CH:26][N:25]=1. The catalyst is O1CCCC1.CCCCCC. The product is [F:16][C:17]1[CH:22]=[C:21]([F:23])[CH:20]=[CH:19][C:18]=1[C:24]1[CH:29]=[C:28]([N:30]2[CH2:31][CH2:32][N:33]([C:8]([NH:7][C:3]3[N:2]=[N:1][CH:6]=[CH:5][CH:4]=3)=[O:15])[CH2:34][CH2:35]2)[CH:27]=[CH:26][N:25]=1. The yield is 0.570. (2) The reactants are C([O:8][CH2:9][CH2:10][CH2:11][CH2:12][C:13]1[S:17][C:16]([C:18]([O:20][CH2:21][CH3:22])=[O:19])=[N:15][N:14]=1)C1C=CC=CC=1.[NH4+].[Cl-]. The catalyst is C(Cl)Cl. The product is [OH:8][CH2:9][CH2:10][CH2:11][CH2:12][C:13]1[S:17][C:16]([C:18]([O:20][CH2:21][CH3:22])=[O:19])=[N:15][N:14]=1. The yield is 1.00.